Predict which catalyst facilitates the given reaction. From a dataset of Catalyst prediction with 721,799 reactions and 888 catalyst types from USPTO. (1) Reactant: [Si]([O:8][CH2:9][CH:10]1[CH2:19][C:18]2[C:13](=[CH:14][CH:15]=[C:16]([C:20]3[CH:21]=[N:22][N:23]([CH3:25])[CH:24]=3)[CH:17]=2)[N:12]([C:26]2[C:30]3[CH2:31][N:32]([C:35](=[O:37])[CH3:36])[CH2:33][CH2:34][C:29]=3[N:28]([C@H:38]3[CH2:42][CH2:41][O:40][CH2:39]3)[N:27]=2)[CH2:11]1)(C(C)(C)C)(C)C.[F-].C([N+](CCCC)(CCCC)CCCC)CCC.O. Product: [OH:8][CH2:9][CH:10]1[CH2:19][C:18]2[C:13](=[CH:14][CH:15]=[C:16]([C:20]3[CH:21]=[N:22][N:23]([CH3:25])[CH:24]=3)[CH:17]=2)[N:12]([C:26]2[C:30]3[CH2:31][N:32]([C:35](=[O:37])[CH3:36])[CH2:33][CH2:34][C:29]=3[N:28]([CH:38]3[CH2:42][CH2:41][O:40][CH2:39]3)[N:27]=2)[CH2:11]1. The catalyst class is: 1. (2) Reactant: BrBr.[C:3]([C:6]1[CH:12]=[CH:11][C:9]([NH2:10])=[CH:8][CH:7]=1)(=[O:5])[CH3:4].[S-:13][C:14]#[N:15].[Na+]. Product: [NH2:15][C:14]1[S:13][C:8]2[CH:7]=[C:6]([C:3](=[O:5])[CH3:4])[CH:12]=[CH:11][C:9]=2[N:10]=1. The catalyst class is: 15.